The task is: Binary Classification. Given a miRNA mature sequence and a target amino acid sequence, predict their likelihood of interaction.. This data is from Experimentally validated miRNA-target interactions with 360,000+ pairs, plus equal number of negative samples. The miRNA is hsa-miR-647 with sequence GUGGCUGCACUCACUUCCUUC. Result: 1 (interaction). The protein sequence of the target gene is MGMDLTCPFGISPACGAQASWSIFGADAAEVPGTRGHSQQEAAMPHIPEDEEPPGEPQAAQSPAGQGPPAAGVSCSPTPTIVLTGDATSPEGETDKNLANRVHSPHKRLSHRHLKVSTASLTSVDPAGHIIDLVNDQLPDISISEEDKKKNLALLEEAKLVSERFLTRRGRKSRSSPGDSPSAVSPNLSPSASPTSSRSNSLTVPTPPGLDVCSGPPSPLPGAPPQQKGDEADVSSPHPGEPNVPKGLADRKQNDQRKVSQGRLAPRPPPVEKSKEIAIEQKENFDPLQYPETTPKGLAP....